Dataset: Forward reaction prediction with 1.9M reactions from USPTO patents (1976-2016). Task: Predict the product of the given reaction. (1) Given the reactants Br[C:2]1[CH:7]=[CH:6][C:5]([C@@H:8]([C:19]2[CH:24]=[CH:23][CH:22]=[CH:21][C:20]=2[CH3:25])[CH2:9][C:10]([C:12]2[CH:17]=[CH:16][N:15]=[C:14]([CH3:18])[CH:13]=2)=[O:11])=[CH:4][CH:3]=1.[H-].[Na+].[Cl-].[NH4+].[C:30]([O:33][CH2:34][CH3:35])(=[O:32])[CH3:31], predict the reaction product. The product is: [CH2:34]([O:33][C:30](=[O:32])[CH:31]([C:2]1[CH:7]=[CH:6][C:5]([C@@H:8]([C:19]2[CH:24]=[CH:23][CH:22]=[CH:21][C:20]=2[CH3:25])[CH2:9][C:10]([C:12]2[CH:17]=[CH:16][N:15]=[C:14]([CH3:18])[CH:13]=2)=[O:11])=[CH:4][CH:3]=1)[C:30]([O:33][CH2:34][CH3:35])=[O:32])[CH3:35]. (2) Given the reactants [CH3:1][O:2][C:3]1[CH:17]=[CH:16][C:6]([CH2:7][NH:8][C:9]2[CH:14]=[CH:13][C:12]([CH3:15])=[CH:11][N:10]=2)=[CH:5][CH:4]=1.CC(C)([O-])C.[K+].Br[C:25]1[C:26]2[N:27]([CH:32]=[CH:33][N:34]=2)[N:28]=[C:29]([Cl:31])[CH:30]=1, predict the reaction product. The product is: [Cl:31][C:29]1[CH:30]=[C:25]([N:8]([CH2:7][C:6]2[CH:5]=[CH:4][C:3]([O:2][CH3:1])=[CH:17][CH:16]=2)[C:9]2[CH:14]=[CH:13][C:12]([CH3:15])=[CH:11][N:10]=2)[C:26]2[N:27]([CH:32]=[CH:33][N:34]=2)[N:28]=1. (3) Given the reactants [F:1][C:2]([F:24])([F:23])[O:3][C:4]1[CH:22]=[CH:21][CH:20]=[CH:19][C:5]=1[C:6]([NH:8][C:9]1[S:13][N:12]=[C:11]([C:14]([O:16]CC)=[O:15])[N:10]=1)=[O:7].[Li+].[OH-].Cl, predict the reaction product. The product is: [F:24][C:2]([F:1])([F:23])[O:3][C:4]1[CH:22]=[CH:21][CH:20]=[CH:19][C:5]=1[C:6]([NH:8][C:9]1[S:13][N:12]=[C:11]([C:14]([OH:16])=[O:15])[N:10]=1)=[O:7]. (4) The product is: [NH2:8][CH2:9][C:10]1[CH:11]=[C:12]([NH:16]/[C:17](=[C:24]2\[C:25](=[O:33])[NH:26][C:27]3[C:32]\2=[CH:31][CH:30]=[CH:29][CH:28]=3)/[C:18]2[CH:23]=[CH:22][CH:21]=[CH:20][CH:19]=2)[CH:13]=[CH:14][CH:15]=1. Given the reactants C(OC([NH:8][CH2:9][C:10]1[CH:11]=[C:12]([NH:16]/[C:17](=[C:24]2\[C:25](=[O:33])[NH:26][C:27]3[C:32]\2=[CH:31][CH:30]=[CH:29][CH:28]=3)/[C:18]2[CH:23]=[CH:22][CH:21]=[CH:20][CH:19]=2)[CH:13]=[CH:14][CH:15]=1)=O)(C)(C)C.FC(F)(F)C(O)=O, predict the reaction product.